Dataset: Full USPTO retrosynthesis dataset with 1.9M reactions from patents (1976-2016). Task: Predict the reactants needed to synthesize the given product. (1) Given the product [Br:1][C:2]1[CH:7]=[CH:6][C:5]([F:8])=[CH:4][C:3]=1[O:9][CH:19]1[CH2:21][CH2:20]1, predict the reactants needed to synthesize it. The reactants are: [Br:1][C:2]1[CH:7]=[CH:6][C:5]([F:8])=[CH:4][C:3]=1[OH:9].C(=O)([O-])[O-].[Cs+].[Cs+].[I-].[K+].Br[CH:19]1[CH2:21][CH2:20]1. (2) Given the product [CH:1]#[C:2][CH2:3][NH:4][C@H:5]1[C:9]2[CH:10]=[CH:11][CH:12]=[CH:13][C:8]=2[CH2:7][CH2:6]1.[C:14]([O-:21])(=[O:20])[CH2:15][CH2:16][C:17]([O-:19])=[O:18], predict the reactants needed to synthesize it. The reactants are: [CH:1]#[C:2][CH2:3][NH:4][C@H:5]1[C:9]2[CH:10]=[CH:11][CH:12]=[CH:13][C:8]=2[CH2:7][CH2:6]1.[C:14]([OH:21])(=[O:20])[CH2:15][CH2:16][C:17]([OH:19])=[O:18]. (3) Given the product [C:26]([O:25][C:24](=[O:30])[NH:23][CH2:22][CH2:21][O:13][C:14]1[CH:19]=[CH:18][CH:17]=[CH:16][N:15]=1)([CH3:29])([CH3:28])[CH3:27], predict the reactants needed to synthesize it. The reactants are: N(C(OCC)=O)=NC(OCC)=O.[OH:13][C:14]1[CH:19]=[CH:18][CH:17]=[CH:16][N:15]=1.O[CH2:21][CH2:22][NH:23][C:24](=[O:30])[O:25][C:26]([CH3:29])([CH3:28])[CH3:27].C1(P(C2C=CC=CC=2)C2C=CC=CC=2)C=CC=CC=1.